From a dataset of Reaction yield outcomes from USPTO patents with 853,638 reactions. Predict the reaction yield, written as a fraction of the theoretical maximum amount of product (1.0 means a 100% yield; for example, 0.34 means a 34% yield). (1) The reactants are [Cl:1][C:2]1[CH:3]=[CH:4][C:5]([O:25][CH:26]([F:28])[F:27])=[C:6]([C:8]2[C:12]([NH:13][C:14]([C:16]3[CH:17]=[N:18][N:19]4[CH:24]=[CH:23][CH:22]=[N:21][C:20]=34)=[O:15])=[CH:11][NH:10][N:9]=2)[CH:7]=1.[CH3:29][N:30]([CH3:46])[CH:31]1[CH2:36][CH2:35][N:34]([C:37]([C:39]2[CH:44]=[CH:43][C:42](I)=[CH:41][CH:40]=2)=[O:38])[CH2:33][CH2:32]1.C(=O)([O-])[O-].[K+].[K+].CN[C@@H]1CCCC[C@H]1NC. The catalyst is [Cu]I. The product is [ClH:1].[Cl:1][C:2]1[CH:3]=[CH:4][C:5]([O:25][CH:26]([F:28])[F:27])=[C:6]([C:8]2[C:12]([NH:13][C:14]([C:16]3[CH:17]=[N:18][N:19]4[CH:24]=[CH:23][CH:22]=[N:21][C:20]=34)=[O:15])=[CH:11][N:10]([C:42]3[CH:43]=[CH:44][C:39]([C:37]([N:34]4[CH2:33][CH2:32][CH:31]([N:30]([CH3:46])[CH3:29])[CH2:36][CH2:35]4)=[O:38])=[CH:40][CH:41]=3)[N:9]=2)[CH:7]=1. The yield is 0.400. (2) The reactants are C([O:3][C:4]([C:6]1[C:7]([CH2:14][F:15])=[N:8][N:9]([CH3:13])[C:10]=1[CH2:11][F:12])=[O:5])C.[OH-].[Na+]. The catalyst is C(O)C. The product is [CH3:13][N:9]1[C:10]([CH2:11][F:12])=[C:6]([C:4]([OH:5])=[O:3])[C:7]([CH2:14][F:15])=[N:8]1. The yield is 0.970. (3) The reactants are [NH2:1][C:2]1[N:3]=[C:4]([O:35][CH3:36])[C:5]2[C:10]([C:11]3[CH:16]=[CH:15][CH:14]=[CH:13][CH:12]=3)=[C:9]([C:17]3[CH:22]=[CH:21][C:20]([C:23]4([NH:27]C(=O)OC(C)(C)C)[CH2:26][CH2:25][CH2:24]4)=[CH:19][CH:18]=3)[O:8][C:6]=2[N:7]=1.C(O)(C(F)(F)F)=O.C(=O)([O-])O.[Na+]. The catalyst is C(Cl)Cl. The product is [NH2:27][C:23]1([C:20]2[CH:19]=[CH:18][C:17]([C:9]3[O:8][C:6]4[N:7]=[C:2]([NH2:1])[N:3]=[C:4]([O:35][CH3:36])[C:5]=4[C:10]=3[C:11]3[CH:16]=[CH:15][CH:14]=[CH:13][CH:12]=3)=[CH:22][CH:21]=2)[CH2:24][CH2:25][CH2:26]1. The yield is 0.400. (4) The reactants are [CH3:1][O:2][C:3]([C@@H:5]([N:13]1[CH2:21][C:17]2[CH:18]=[CH:19][S:20][C:16]=2[CH2:15][CH2:14]1)[C:6]1[CH:7]=[CH:8][CH:9]=[CH:10][C:11]=1[Cl:12])=[O:4].[S:22](=[O:26])(=[O:25])([OH:24])[OH:23]. The catalyst is C(OC)(C)(C)C. The product is [CH3:1][O:2][C:3]([C@@H:5]([N:13]1[CH2:21][C:17]2[CH:18]=[CH:19][S:20][C:16]=2[CH2:15][CH2:14]1)[C:6]1[C:11]([Cl:12])=[CH:10][CH:9]=[CH:8][CH:7]=1)=[O:4].[OH:25][S:22]([OH:26])(=[O:24])=[O:23]. The yield is 0.520. (5) The reactants are [C:1]([O:5][C:6]([N:8]1[CH2:13][CH2:12][CH2:11][CH2:10][CH:9]1[C:14](O)=O)=[O:7])([CH3:4])([CH3:3])[CH3:2].C([N:19](CC)CC)C.ClC(OCC)=O.N. The catalyst is C1COCC1. The product is [C:1]([O:5][C:6]([N:8]1[CH2:13][CH2:12][CH2:11][CH2:10][CH:9]1[C:14]#[N:19])=[O:7])([CH3:4])([CH3:3])[CH3:2]. The yield is 0.740. (6) The reactants are [CH3:1][O:2][C:3]([C:5]1[S:6][C:7]([Br:11])=[CH:8][C:9]=1[NH2:10])=[O:4].[CH3:12][C:13]1([CH3:20])[O:18][CH2:17][C:16](=O)[CH2:15][O:14]1.C([Sn](Cl)(Cl)CCCC)CCC.C1([SiH3])C=CC=CC=1. The catalyst is C1COCC1.C(OCC)(=O)C. The product is [CH3:1][O:2][C:3]([C:5]1[S:6][C:7]([Br:11])=[CH:8][C:9]=1[NH:10][CH:16]1[CH2:17][O:18][C:13]([CH3:20])([CH3:12])[O:14][CH2:15]1)=[O:4]. The yield is 0.290. (7) The reactants are [Br:1][C:2]1[N:7]=[C:6]([C:8]2([C:11]([OH:13])=O)[CH2:10][CH2:9]2)[CH:5]=[CH:4][CH:3]=1.[CH3:14][NH2:15]. No catalyst specified. The product is [CH3:14][NH:15][C:11]([C:8]1([C:6]2[CH:5]=[CH:4][CH:3]=[C:2]([Br:1])[N:7]=2)[CH2:10][CH2:9]1)=[O:13]. The yield is 0.700.